This data is from Full USPTO retrosynthesis dataset with 1.9M reactions from patents (1976-2016). The task is: Predict the reactants needed to synthesize the given product. (1) Given the product [CH3:23][N:22]([CH3:24])[CH2:21][CH2:20][O:15][C:12]1[CH:13]=[CH:14][C:9]([B:4]2[O:3][C:2]([CH3:16])([CH3:1])[C:6]([CH3:7])([CH3:8])[O:5]2)=[CH:10][CH:11]=1, predict the reactants needed to synthesize it. The reactants are: [CH3:1][C:2]1([CH3:16])[C:6]([CH3:8])([CH3:7])[O:5][B:4]([C:9]2[CH:14]=[CH:13][C:12]([OH:15])=[CH:11][CH:10]=2)[O:3]1.[H-].[Na+].Cl[CH2:20][CH2:21][N:22]([CH3:24])[CH3:23]. (2) Given the product [C:28]([O:32][C:33]([NH:35][C@H:36]([CH2:40][C:41]1[CH:42]=[CH:43][CH:44]=[CH:45][CH:46]=1)[C:37]([O:10][C@H:9]([C:11]1[CH:16]=[CH:15][C:14]([O:17][CH:18]([F:20])[F:19])=[C:13]([O:21][CH2:22][CH:23]2[CH2:25][CH2:24]2)[CH:12]=1)[CH2:8][C:7]1[C:6]([Cl:26])=[CH:5][N+:4]([O-:27])=[CH:3][C:2]=1[Cl:1])=[O:38])=[O:34])([CH3:31])([CH3:29])[CH3:30], predict the reactants needed to synthesize it. The reactants are: [Cl:1][C:2]1[CH:3]=[N+:4]([O-:27])[CH:5]=[C:6]([Cl:26])[C:7]=1[CH2:8][CH:9]([C:11]1[CH:16]=[CH:15][C:14]([O:17][CH:18]([F:20])[F:19])=[C:13]([O:21][CH2:22][CH:23]2[CH2:25][CH2:24]2)[CH:12]=1)[OH:10].[C:28]([O:32][C:33]([NH:35][C@H:36]([CH2:40][C:41]1[CH:46]=[CH:45][CH:44]=[CH:43][CH:42]=1)[C:37](O)=[O:38])=[O:34])([CH3:31])([CH3:30])[CH3:29].C(Cl)CCl. (3) Given the product [Cl:20][C:21]1[S:25][C:24]([C:3]2([N:2]([CH3:1])[CH3:19])[CH2:4][CH2:5][C:6]3([CH2:10][NH:9][C:8](=[O:11])[CH2:7]3)[CH2:12][CH2:13]2)=[CH:23][CH:22]=1, predict the reactants needed to synthesize it. The reactants are: [CH3:1][N:2]([CH3:19])[C:3]1(N2C=CN=N2)[CH2:13][CH2:12][C:6]2([CH2:10][NH:9][C:8](=[O:11])[CH2:7]2)[CH2:5][CH2:4]1.[Cl:20][C:21]1[S:25][C:24]([Mg]Br)=[CH:23][CH:22]=1.[Cl-].[NH4+]. (4) Given the product [Br:8][C:5]1[N:4]=[C:3]2[N:9]([CH2:10][CH:11]3[CH2:16][CH2:15][CH2:14][N:13]([C:17]([O:19][C:20]([CH3:23])([CH3:22])[CH3:21])=[O:18])[CH2:12]3)[N:25]=[N:1][C:2]2=[N:7][CH:6]=1, predict the reactants needed to synthesize it. The reactants are: [NH2:1][C:2]1[C:3]([NH:9][CH2:10][CH:11]2[CH2:16][CH2:15][CH2:14][N:13]([C:17]([O:19][C:20]([CH3:23])([CH3:22])[CH3:21])=[O:18])[CH2:12]2)=[N:4][C:5]([Br:8])=[CH:6][N:7]=1.C[N:25](C=O)C. (5) Given the product [N:16]1([CH2:15][CH2:14][CH2:12][CH2:13][CH2:8][CH2:7][C:6]([OH:52])=[O:5])[CH:20]=[CH:19][CH:18]=[CH:17]1, predict the reactants needed to synthesize it. The reactants are: C([O:5][C:6](=[O:52])[CH2:7][CH:8]1[CH2:13][CH:12]([CH2:14][CH2:15][N:16]2[CH:20](C(C)C)[CH:19](C(=O)NC3C=CC=CC=3)[CH:18](C3C=CC=CC=3)[CH:17]2C2C=CC(F)=CC=2)OB(C2C=CC=CC=2)O1)(C)(C)C.O.[O-2].[Ca+2]. (6) Given the product [CH3:43][O:42][C:25]1[CH:24]=[C:23]([CH:22]=[C:18]2[S:17][C:16]([NH:15][CH2:14][CH:10]3[O:11][CH2:12][CH2:13][NH:8][CH2:9]3)=[N:20][C:19]2=[O:21])[CH:28]=[CH:27][C:26]=1[O:29][C:30]1[CH:35]=[CH:34][C:33]([C:36]#[N:37])=[CH:32][C:31]=1[C:38]([F:40])([F:39])[F:41], predict the reactants needed to synthesize it. The reactants are: C(OC([N:8]1[CH2:13][CH2:12][O:11][CH:10]([CH2:14][NH:15][C:16]2[S:17][C:18](=[CH:22][C:23]3[CH:28]=[CH:27][C:26]([O:29][C:30]4[CH:35]=[CH:34][C:33]([C:36]#[N:37])=[CH:32][C:31]=4[C:38]([F:41])([F:40])[F:39])=[C:25]([O:42][CH3:43])[CH:24]=3)[C:19](=[O:21])[N:20]=2)[CH2:9]1)=O)(C)(C)C.FC(F)(F)C(O)=O. (7) Given the product [NH2:7][C:8]1[CH:13]=[CH:12][C:11]([OH:14])=[C:10]([C:15]2[O:19][N:18]=[C:17]([C:20]3[C:25]([CH3:26])=[CH:24][CH:23]=[CH:22][N:21]=3)[N:16]=2)[CH:9]=1, predict the reactants needed to synthesize it. The reactants are: C(OC(=O)[NH:7][C:8]1[CH:13]=[CH:12][C:11]([OH:14])=[C:10]([C:15]2[O:19][N:18]=[C:17]([C:20]3[C:25]([CH3:26])=[CH:24][CH:23]=[CH:22][N:21]=3)[N:16]=2)[CH:9]=1)(C)(C)C.C(O)(C(F)(F)F)=O. (8) Given the product [CH:27]1([CH2:26][N:2]2[CH:3]=[C:4]([B:6]3[O:7][C:8]([CH3:9])([CH3:10])[C:11]([CH3:13])([CH3:12])[O:14]3)[CH:5]=[N:1]2)[CH2:29][CH2:28]1, predict the reactants needed to synthesize it. The reactants are: [NH:1]1[CH:5]=[C:4]([B:6]2[O:14][C:11]([CH3:13])([CH3:12])[C:8]([CH3:10])([CH3:9])[O:7]2)[CH:3]=[N:2]1.C[Si]([N-][Si](C)(C)C)(C)C.[Na+].Br[CH2:26][CH:27]1[CH2:29][CH2:28]1. (9) The reactants are: [CH2:1]([C@@H:8]1[O:13][CH2:12][CH2:11][N:10]([CH2:14][C@H:15]([O:20][C:21](=[O:30])[NH:22][C:23]2[CH:28]=[CH:27][C:26]([Cl:29])=[CH:25][CH:24]=2)[C:16]([F:19])([F:18])[F:17])[CH2:9]1)[C:2]1[CH:7]=[CH:6][CH:5]=[CH:4][CH:3]=1.Cl.CCCCCC. Given the product [ClH:29].[CH2:1]([C@@H:8]1[O:13][CH2:12][CH2:11][N:10]([CH2:14][C@H:15]([O:20][C:21](=[O:30])[NH:22][C:23]2[CH:24]=[CH:25][C:26]([Cl:29])=[CH:27][CH:28]=2)[C:16]([F:17])([F:18])[F:19])[CH2:9]1)[C:2]1[CH:3]=[CH:4][CH:5]=[CH:6][CH:7]=1, predict the reactants needed to synthesize it.